Dataset: Peptide-MHC class II binding affinity with 134,281 pairs from IEDB. Task: Regression. Given a peptide amino acid sequence and an MHC pseudo amino acid sequence, predict their binding affinity value. This is MHC class II binding data. (1) The peptide sequence is AAATAGTTVLGAFAA. The MHC is HLA-DPA10103-DPB10401 with pseudo-sequence HLA-DPA10103-DPB10401. The binding affinity (normalized) is 0.123. (2) The peptide sequence is GELQIVDKIKAAFKI. The MHC is DRB1_0404 with pseudo-sequence DRB1_0404. The binding affinity (normalized) is 0.519. (3) The peptide sequence is ASGVNGGHLQLDGVT. The MHC is DRB1_0101 with pseudo-sequence DRB1_0101. The binding affinity (normalized) is 0.316. (4) The peptide sequence is PLSVASMTSPLLTWD. The MHC is H-2-IAb with pseudo-sequence H-2-IAb. The binding affinity (normalized) is 0.408. (5) The peptide sequence is AANKQKQELDEISTN. The MHC is HLA-DQA10301-DQB10302 with pseudo-sequence HLA-DQA10301-DQB10302. The binding affinity (normalized) is 0. (6) The peptide sequence is SELQIVDKIDAAFKI. The MHC is DRB1_1302 with pseudo-sequence DRB1_1302. The binding affinity (normalized) is 0.599. (7) The peptide sequence is QKQITKIQNFRVYYR. The MHC is DRB1_0802 with pseudo-sequence DRB1_0802. The binding affinity (normalized) is 0.601.